Dataset: Blood-brain barrier permeability regression values from the B3DB database. Task: Regression/Classification. Given a drug SMILES string, predict its absorption, distribution, metabolism, or excretion properties. Task type varies by dataset: regression for continuous measurements (e.g., permeability, clearance, half-life) or binary classification for categorical outcomes (e.g., BBB penetration, CYP inhibition). For this dataset (b3db_regression), we predict Y. The compound is [C@@H](C(F)(F)F)(F)Br. The Y is 0.270 log(BB ratio).